This data is from Peptide-MHC class I binding affinity with 185,985 pairs from IEDB/IMGT. The task is: Regression. Given a peptide amino acid sequence and an MHC pseudo amino acid sequence, predict their binding affinity value. This is MHC class I binding data. The peptide sequence is YVTVNPTKK. The MHC is HLA-A11:01 with pseudo-sequence HLA-A11:01. The binding affinity (normalized) is 0.220.